This data is from Full USPTO retrosynthesis dataset with 1.9M reactions from patents (1976-2016). The task is: Predict the reactants needed to synthesize the given product. (1) Given the product [Br:11][C:9]1[CH:8]=[C:4]([CH:3]=[C:2]([NH:1][C:24]([O:23][C:19]([CH3:22])([CH3:21])[CH3:20])=[O:25])[CH:10]=1)[C:5]([OH:7])=[O:6], predict the reactants needed to synthesize it. The reactants are: [NH2:1][C:2]1[CH:3]=[C:4]([CH:8]=[C:9]([Br:11])[CH:10]=1)[C:5]([OH:7])=[O:6].C(N(CC)CC)C.[C:19]([O:23][C:24](O[C:24]([O:23][C:19]([CH3:22])([CH3:21])[CH3:20])=[O:25])=[O:25])([CH3:22])([CH3:21])[CH3:20]. (2) Given the product [CH3:1][O:2][C:3]([C:4]1[C:5]([NH2:14])=[C:6]([Cl:13])[C:7]2[N:19]([CH3:21])[C:17]([CH3:18])=[N:20][C:8]=2[CH:9]=1)=[O:15], predict the reactants needed to synthesize it. The reactants are: [CH3:1][O:2][C:3](=[O:15])[C:4]1[CH:9]=[C:8](N)[C:7](NC)=[C:6]([Cl:13])[C:5]=1[NH2:14].Cl.[C:17]([NH2:20])(=[NH:19])[CH3:18].[CH3:21]CO.